From a dataset of Peptide-MHC class II binding affinity with 134,281 pairs from IEDB. Regression. Given a peptide amino acid sequence and an MHC pseudo amino acid sequence, predict their binding affinity value. This is MHC class II binding data. The peptide sequence is AARLFKAFILDGDKL. The MHC is HLA-DPA10201-DPB11401 with pseudo-sequence HLA-DPA10201-DPB11401. The binding affinity (normalized) is 0.360.